From a dataset of Forward reaction prediction with 1.9M reactions from USPTO patents (1976-2016). Predict the product of the given reaction. (1) Given the reactants Br[C:2]1[C:3]([N:22]2[CH2:26][CH2:25][C@@H:24]([OH:27])[CH2:23]2)=[N:4][CH:5]=[C:6]([CH:21]=1)[C:7]([NH:9][C:10]1[CH:15]=[CH:14][C:13]([O:16][C:17]([F:20])([F:19])[F:18])=[CH:12][CH:11]=1)=[O:8].[F:28][C:29]1[CH:30]=[C:31](B(O)O)[CH:32]=[C:33]([F:35])[CH:34]=1, predict the reaction product. The product is: [F:28][C:29]1[CH:30]=[C:31]([C:2]2[C:3]([N:22]3[CH2:26][CH2:25][C@@H:24]([OH:27])[CH2:23]3)=[N:4][CH:5]=[C:6]([CH:21]=2)[C:7]([NH:9][C:10]2[CH:15]=[CH:14][C:13]([O:16][C:17]([F:20])([F:18])[F:19])=[CH:12][CH:11]=2)=[O:8])[CH:32]=[C:33]([F:35])[CH:34]=1. (2) Given the reactants [CH3:1][O:2][C:3](=[O:26])[C:4]1[CH:9]=[C:8]([C:10]2[O:11][CH:12]=[CH:13][N:14]=2)[CH:7]=[C:6]([NH:15][C:16]([O:18][CH2:19][C:20]2[CH:25]=[CH:24][CH:23]=[CH:22][CH:21]=2)=[O:17])[CH:5]=1.C(=O)([O-])[O-].[K+].[K+].Br[CH2:34][CH2:35][CH2:36][CH:37]=[CH2:38].O, predict the reaction product. The product is: [CH3:1][O:2][C:3](=[O:26])[C:4]1[CH:9]=[C:8]([C:10]2[O:11][CH:12]=[CH:13][N:14]=2)[CH:7]=[C:6]([N:15]([C:16]([O:18][CH2:19][C:20]2[CH:25]=[CH:24][CH:23]=[CH:22][CH:21]=2)=[O:17])[CH2:38][CH2:37][CH2:36][CH:35]=[CH2:34])[CH:5]=1. (3) Given the reactants [C:1]1([C:7]2[N:12]=[CH:11][C:10]([NH2:13])=[CH:9][CH:8]=2)[CH:6]=[CH:5][CH:4]=[CH:3][CH:2]=1.[Br:14]N1C(=O)CCC1=O, predict the reaction product. The product is: [Br:14][C:11]1[C:10]([NH2:13])=[CH:9][CH:8]=[C:7]([C:1]2[CH:2]=[CH:3][CH:4]=[CH:5][CH:6]=2)[N:12]=1. (4) Given the reactants [CH2:1]([O:3][C:4]1[CH:5]=[C:6]2[C:11](=[C:12]3[CH2:16][C:15]([CH3:18])([CH3:17])[O:14][C:13]=13)[C:10]([C:19]1[CH:24]=[CH:23][CH:22]=[CH:21][CH:20]=1)=[N:9][C:8]([CH2:26][N:27]1C(=O)C3C(=CC=CC=3)C1=O)([CH3:25])[CH2:7]2)[CH3:2].O.NN.[OH-].[Na+], predict the reaction product. The product is: [CH2:1]([O:3][C:4]1[CH:5]=[C:6]2[C:11](=[C:12]3[CH2:16][C:15]([CH3:18])([CH3:17])[O:14][C:13]=13)[C:10]([C:19]1[CH:24]=[CH:23][CH:22]=[CH:21][CH:20]=1)=[N:9][C:8]([CH3:25])([CH2:26][NH2:27])[CH2:7]2)[CH3:2]. (5) Given the reactants [OH:1][C@H:2]([C:13]1[CH:22]=[CH:21][C:16]2[C:17](=[O:20])[O:18][CH2:19][C:15]=2[C:14]=1[CH3:23])[CH2:3][N:4]1[CH2:9][CH2:8][CH:7]([CH2:10][NH:11][CH3:12])[CH2:6][CH2:5]1.Cl[C:25]1[N:30]=[CH:29][C:28]([C:31]#[N:32])=[CH:27][CH:26]=1.CCN(C(C)C)C(C)C, predict the reaction product. The product is: [OH:1][C@H:2]([C:13]1[CH:22]=[CH:21][C:16]2[C:17](=[O:20])[O:18][CH2:19][C:15]=2[C:14]=1[CH3:23])[CH2:3][N:4]1[CH2:9][CH2:8][CH:7]([CH2:10][N:11]([CH3:12])[C:25]2[N:30]=[CH:29][C:28]([C:31]#[N:32])=[CH:27][CH:26]=2)[CH2:6][CH2:5]1. (6) Given the reactants [NH2:1][C:2]1[CH:7]=[C:6]([O:8][C:9]2[CH:14]=[CH:13][C:12]([N+:15]([O-:17])=[O:16])=[CH:11][C:10]=2[F:18])[N:5]=[CH:4][N:3]=1.C(N(CC)CC)C.Cl[C:27](OC1C=CC=CC=1)=[O:28].[NH:36]1[CH2:41][CH2:40][CH2:39][CH2:38][CH2:37]1, predict the reaction product. The product is: [F:18][C:10]1[CH:11]=[C:12]([N+:15]([O-:17])=[O:16])[CH:13]=[CH:14][C:9]=1[O:8][C:6]1[N:5]=[CH:4][N:3]=[C:2]([NH:1][C:27]([N:36]2[CH2:41][CH2:40][CH2:39][CH2:38][CH2:37]2)=[O:28])[CH:7]=1. (7) Given the reactants Br[C:2]1[N:6]=[C:5]([NH:7][CH2:8][CH:9]2[CH2:11][CH2:10]2)[N:4]([CH3:12])[N:3]=1.C(=O)([O-])[O-].[Cs+].[Cs+].CC1(C)C2C(=C(P(C3C=CC=CC=3)C3C=CC=CC=3)C=CC=2)OC2C(P(C3C=CC=CC=3)C3C=CC=CC=3)=CC=CC1=2.Cl.Cl.[CH3:63][O:64][C:65]1[CH:66]=[C:67]([CH:69]=[CH:70][C:71]=1[N:72]1[CH:76]=[C:75]([CH3:77])[N:74]=[CH:73]1)[NH2:68], predict the reaction product. The product is: [CH:9]1([CH2:8][NH:7][C:5]2[N:4]([CH3:12])[N:3]=[C:2]([NH:68][C:67]3[CH:69]=[CH:70][C:71]([N:72]4[CH:76]=[C:75]([CH3:77])[N:74]=[CH:73]4)=[C:65]([O:64][CH3:63])[CH:66]=3)[N:6]=2)[CH2:11][CH2:10]1. (8) Given the reactants [CH:1]([C:3]1[CH:4]=[C:5]([CH:13]=[CH:14][CH:15]=1)[O:6][C@H:7]([CH3:12])[C:8]([O:10][CH3:11])=[O:9])=[O:2].[BH4-].[Na+].C(OCC)(=O)C.O, predict the reaction product. The product is: [OH:2][CH2:1][C:3]1[CH:4]=[C:5]([CH:13]=[CH:14][CH:15]=1)[O:6][C@H:7]([CH3:12])[C:8]([O:10][CH3:11])=[O:9].